Dataset: Catalyst prediction with 721,799 reactions and 888 catalyst types from USPTO. Task: Predict which catalyst facilitates the given reaction. (1) Reactant: [Cl:1][C:2]1[CH:3]=[C:4]([CH:16]=[CH:17][CH:18]=1)[CH2:5][C:6]1[O:10][N:9]=[C:8]([C:11]([O:13]CC)=[O:12])[CH:7]=1.C(O)C.[OH-].[Na+]. Product: [Cl:1][C:2]1[CH:3]=[C:4]([CH:16]=[CH:17][CH:18]=1)[CH2:5][C:6]1[O:10][N:9]=[C:8]([C:11]([OH:13])=[O:12])[CH:7]=1. The catalyst class is: 6. (2) Reactant: C[O:2][C:3]1[C:4](=[O:23])[N:5]([CH3:22])[C:6]([C:9]2[CH:14]=[CH:13][C:12]([O:15][C:16]3[CH:21]=[CH:20][CH:19]=[CH:18][CH:17]=3)=[CH:11][CH:10]=2)=[N:7][CH:8]=1.B(Br)(Br)Br. Product: [OH:2][C:3]1[C:4](=[O:23])[N:5]([CH3:22])[C:6]([C:9]2[CH:10]=[CH:11][C:12]([O:15][C:16]3[CH:21]=[CH:20][CH:19]=[CH:18][CH:17]=3)=[CH:13][CH:14]=2)=[N:7][CH:8]=1. The catalyst class is: 2.